From a dataset of Full USPTO retrosynthesis dataset with 1.9M reactions from patents (1976-2016). Predict the reactants needed to synthesize the given product. (1) Given the product [CH2:1]([NH:8][C:9]([C@H:11]1[NH:16][CH2:15][C@@H:14]([CH2:24][CH2:25][C:26]2[CH:31]=[CH:30][CH:29]=[CH:28][C:27]=2[NH:32][C:33](=[O:53])[C@H:34]([CH:40]([C:47]2[CH:52]=[CH:51][CH:50]=[CH:49][CH:48]=2)[C:41]2[CH:42]=[CH:43][CH:44]=[CH:45][CH:46]=2)[NH:35][C:36]([O:38][CH3:39])=[O:37])[O:13][CH2:12]1)=[O:10])[C:2]1[CH:3]=[CH:4][CH:5]=[CH:6][CH:7]=1.[C:57]([OH:63])([C:59]([F:62])([F:61])[F:60])=[O:58], predict the reactants needed to synthesize it. The reactants are: [CH2:1]([NH:8][C:9]([C@H:11]1[N:16](C(OC(C)(C)C)=O)[CH2:15][C@@H:14]([CH2:24][CH2:25][C:26]2[CH:31]=[CH:30][CH:29]=[CH:28][C:27]=2[NH:32][C:33](=[O:53])[C@H:34]([CH:40]([C:47]2[CH:52]=[CH:51][CH:50]=[CH:49][CH:48]=2)[C:41]2[CH:46]=[CH:45][CH:44]=[CH:43][CH:42]=2)[NH:35][C:36]([O:38][CH3:39])=[O:37])[O:13][CH2:12]1)=[O:10])[C:2]1[CH:7]=[CH:6][CH:5]=[CH:4][CH:3]=1.C(Cl)Cl.[C:57]([OH:63])([C:59]([F:62])([F:61])[F:60])=[O:58]. (2) The reactants are: [CH3:1][O:2][C:3]1[CH:4]=[C:5]([CH:8]=[CH:9][C:10]=1[N:11]1[CH:15]=[C:14]([CH3:16])[N:13]=[CH:12]1)[CH:6]=O.[CH2:17]([O:19][C:20](=[O:34])[CH:21](P(OCC)(OCC)=O)[CH2:22][CH2:23][CH2:24][Cl:25])[CH3:18].O.[OH-].[Li+].O. Given the product [CH2:17]([O:19][C:20](=[O:34])/[C:21](=[CH:6]/[C:5]1[CH:8]=[CH:9][C:10]([N:11]2[CH:15]=[C:14]([CH3:16])[N:13]=[CH:12]2)=[C:3]([O:2][CH3:1])[CH:4]=1)/[CH2:22][CH2:23][CH2:24][Cl:25])[CH3:18], predict the reactants needed to synthesize it. (3) Given the product [O:6]=[C:4]1[C:3]2[CH:7]=[CH:8][C:9]([C:11]([OH:13])=[O:12])=[CH:10][C:2]=2[S:1][C:14]([C:16]2[CH:21]=[CH:20][CH:19]=[CH:18][N:17]=2)=[N:15]1, predict the reactants needed to synthesize it. The reactants are: [SH:1][C:2]1[CH:10]=[C:9]([C:11]([OH:13])=[O:12])[CH:8]=[CH:7][C:3]=1[C:4]([OH:6])=O.[C:14]([C:16]1[CH:21]=[CH:20][CH:19]=[CH:18][N:17]=1)#[N:15]. (4) Given the product [C:27]([N:12]([N:11]1[C:10](=[O:17])[C:9]2[C:4](=[CH:5][C:6]([C:23]([F:25])([F:26])[F:24])=[C:7]([N:18]3[CH:19]=[CH:20][CH:21]=[CH:22]3)[CH:8]=2)[NH:3][C:2]1=[O:1])[S:13]([CH3:16])(=[O:15])=[O:14])(=[O:31])[CH2:28][CH2:29][CH3:30], predict the reactants needed to synthesize it. The reactants are: [O:1]=[C:2]1[N:11]([NH:12][S:13]([CH3:16])(=[O:15])=[O:14])[C:10](=[O:17])[C:9]2[C:4](=[CH:5][C:6]([C:23]([F:26])([F:25])[F:24])=[C:7]([N:18]3[CH:22]=[CH:21][CH:20]=[CH:19]3)[CH:8]=2)[NH:3]1.[C:27](Cl)(=[O:31])[CH2:28][CH2:29][CH3:30]. (5) Given the product [NH2:25][C:26]1[C:27]([C:36]([NH:40][C@@H:41]([CH:46]2[CH2:50][CH2:49][CH2:48][CH2:47]2)[C:42]([O:44][CH3:45])=[O:43])=[O:38])=[CH:28][C:29]2[C:34]([CH:35]=1)=[CH:33][CH:32]=[CH:31][CH:30]=2, predict the reactants needed to synthesize it. The reactants are: CN(C(ON1N=NC2C=CC=NC1=2)=[N+](C)C)C.F[P-](F)(F)(F)(F)F.[NH2:25][C:26]1[C:27]([C:36]([OH:38])=O)=[CH:28][C:29]2[C:34]([CH:35]=1)=[CH:33][CH:32]=[CH:31][CH:30]=2.Cl.[NH2:40][C@@H:41]([CH:46]1[CH2:50][CH2:49][CH2:48][CH2:47]1)[C:42]([O:44][CH3:45])=[O:43].C(N(CC)C(C)C)(C)C.C([O-])(O)=O.[Na+]. (6) Given the product [Cl:1][C:2]1[CH:7]=[C:6]([CH3:8])[CH:5]=[CH:4][C:3]=1[NH:9][C:10]([CH2:12][CH:13]([C:20]1[C:24]([CH:25]2[CH2:26][CH2:27]2)=[C:23]([CH:28]2[CH2:29][CH:30]([CH2:32][C:33]([CH3:36])([CH3:35])[CH3:34])[CH2:31]2)[O:22][N:21]=1)[CH2:14][CH2:15][C:16]([OH:18])=[O:17])=[O:11], predict the reactants needed to synthesize it. The reactants are: [Cl:1][C:2]1[CH:7]=[C:6]([CH3:8])[CH:5]=[CH:4][C:3]=1[NH:9][C:10]([CH2:12][CH:13]([C:20]1[C:24]([CH:25]2[CH2:27][CH2:26]2)=[C:23]([CH:28]2[CH2:31][CH:30]([CH2:32][C:33]([CH3:36])([CH3:35])[CH3:34])[CH2:29]2)[O:22][N:21]=1)[CH2:14][CH2:15][C:16]([O:18]C)=[O:17])=[O:11].C(O)(=O)C.Br.C([O-])(=O)C.[Na+]. (7) Given the product [CH3:34][C:32]1[N:33]=[C:29]2[N:28]=[C:27]([CH3:35])[CH:26]=[C:25]([NH:1][CH2:2][C@@H:3]3[C@H:8]([CH3:9])[CH2:7][CH2:6][CH2:5][N:4]3[C:10]([C:12]3[CH:17]=[C:16]([CH3:18])[CH:15]=[CH:14][C:13]=3[N:19]3[N:23]=[CH:22][CH:21]=[N:20]3)=[O:11])[N:30]2[N:31]=1, predict the reactants needed to synthesize it. The reactants are: [NH2:1][CH2:2][C@@H:3]1[C@H:8]([CH3:9])[CH2:7][CH2:6][CH2:5][N:4]1[C:10]([C:12]1[CH:17]=[C:16]([CH3:18])[CH:15]=[CH:14][C:13]=1[N:19]1[N:23]=[CH:22][CH:21]=[N:20]1)=[O:11].Cl[C:25]1[N:30]2[N:31]=[C:32]([CH3:34])[N:33]=[C:29]2[N:28]=[C:27]([CH3:35])[CH:26]=1.